This data is from Full USPTO retrosynthesis dataset with 1.9M reactions from patents (1976-2016). The task is: Predict the reactants needed to synthesize the given product. (1) Given the product [F:19][C:13]1[CH:14]=[C:15]([I:18])[CH:16]=[CH:17][C:12]=1[NH:11][C:10]1[N:9]2[CH:20]=[N:21][CH:22]=[C:8]2[CH:7]=[CH:6][C:5]=1[C:3]([OH:4])=[O:2], predict the reactants needed to synthesize it. The reactants are: C[O:2][C:3]([C:5]1[CH:6]=[CH:7][C:8]2[N:9]([CH:20]=[N:21][CH:22]=2)[C:10]=1[NH:11][C:12]1[CH:17]=[CH:16][C:15]([I:18])=[CH:14][C:13]=1[F:19])=[O:4].[OH-].[Na+]. (2) Given the product [C:21]1([C:24]2[CH:25]=[CH:26][CH:27]=[CH:28][CH:29]=2)[CH:22]=[CH:23][C:18]([C:16]([NH:15][C:5]2[CH:6]=[C:7]([O:10][CH2:11][CH2:12][CH2:13][O:47]/[N:46]=[CH:45]/[C:44]3[CH:43]=[CH:42][C:41]([C:37]([CH3:40])([CH3:38])[CH3:39])=[CH:49][CH:48]=3)[CH:8]=[CH:9][C:4]=2[C:3]([OH:30])=[O:2])=[O:17])=[CH:19][CH:20]=1.[CH3:1][O:2][C:3](=[O:30])[C:4]1[CH:9]=[CH:8][C:7]([O:10][CH2:11][CH2:12][CH2:13][O:47]/[N:46]=[CH:45]/[C:44]2[CH:48]=[CH:49][C:41]([C:37]([CH3:40])([CH3:39])[CH3:38])=[CH:42][CH:43]=2)=[CH:6][C:5]=1[NH:15][C:16]([C:18]1[CH:23]=[CH:22][C:21]([C:24]2[CH:29]=[CH:28][CH:27]=[CH:26][CH:25]=2)=[CH:20][CH:19]=1)=[O:17], predict the reactants needed to synthesize it. The reactants are: [CH3:1][O:2][C:3](=[O:30])[C:4]1[CH:9]=[CH:8][C:7]([O:10][CH2:11][CH2:12][CH2:13]Br)=[CH:6][C:5]=1[NH:15][C:16]([C:18]1[CH:23]=[CH:22][C:21]([C:24]2[CH:29]=[CH:28][CH:27]=[CH:26][CH:25]=2)=[CH:20][CH:19]=1)=[O:17].C([O-])([O-])=O.[Cs+].[Cs+].[C:37]([C:41]1[CH:49]=[CH:48][C:44]([CH:45]=[N:46][OH:47])=[CH:43][CH:42]=1)([CH3:40])([CH3:39])[CH3:38]. (3) Given the product [NH2:1][C@@H:2]([CH2:6][O:7][C:8]([O:10][C:11]1[C:16]([CH:17]([CH3:18])[CH3:19])=[CH:15][CH:14]=[CH:13][C:12]=1[CH:20]([CH3:22])[CH3:21])=[O:9])[C:3]([OH:5])=[O:4].[ClH:23].[NH2:1][C@@H:2]([CH2:6][O:7][C:8]([O:10][C:11]1[C:16]([CH:17]([CH3:18])[CH3:19])=[CH:15][CH:14]=[CH:13][C:12]=1[CH:20]([CH3:22])[CH3:21])=[O:9])[C:3]([OH:5])=[O:4], predict the reactants needed to synthesize it. The reactants are: [NH2:1][C@@H:2]([CH2:6][O:7][C:8]([O:10][C:11]1[C:16]([CH:17]([CH3:19])[CH3:18])=[CH:15][CH:14]=[CH:13][C:12]=1[CH:20]([CH3:22])[CH3:21])=[O:9])[C:3]([OH:5])=[O:4].[ClH:23]. (4) Given the product [CH2:10]([S:12]([C:15]1[CH:20]=[CH:19][C:18]([C:4]2[CH:3]=[C:2]([Br:1])[CH:7]=[CH:6][C:5]=2[F:8])=[CH:17][CH:16]=1)(=[O:13])=[O:14])[CH3:11], predict the reactants needed to synthesize it. The reactants are: [Br:1][C:2]1[CH:7]=[CH:6][C:5]([F:8])=[C:4](I)[CH:3]=1.[CH2:10]([S:12]([C:15]1[CH:20]=[CH:19][C:18](B(O)O)=[CH:17][CH:16]=1)(=[O:14])=[O:13])[CH3:11].C([O-])([O-])=O.[Na+].[Na+]. (5) Given the product [C:3]([O:7][C:8]([N:10]1[CH2:13][CH:12]([CH2:14][OH:15])[CH2:11]1)=[O:9])([CH3:6])([CH3:5])[CH3:4], predict the reactants needed to synthesize it. The reactants are: [BH4-].[Na+].[C:3]([O:7][C:8]([N:10]1[CH2:13][CH:12]([C:14](O)=[O:15])[CH2:11]1)=[O:9])([CH3:6])([CH3:5])[CH3:4].II. (6) Given the product [ClH:3].[ClH:1].[Cl:3][C:4]1[CH:43]=[CH:42][C:7]2[NH:8][CH2:9][CH2:10][CH2:11][CH:12]([O:13][C:14]([CH:16]([N:36]3[CH2:37][CH2:38][N:39]([CH3:46])[CH2:40][CH2:41]3)[C:17](=[O:35])[C:18]3[CH:23]=[CH:22][C:21]([NH:24][C:25](=[O:33])[C:26]4[CH:31]=[CH:30][CH:29]=[CH:28][C:27]=4[CH3:32])=[CH:20][C:19]=3[CH3:34])=[O:15])[C:6]=2[CH:5]=1, predict the reactants needed to synthesize it. The reactants are: [ClH:1].Cl.[Cl:3][C:4]1[CH:43]=[CH:42][C:7]2[NH:8][CH2:9][CH2:10][CH2:11][CH:12]([O:13][C:14]([CH:16]([N:36]3[CH2:41][CH2:40][NH:39][CH2:38][CH2:37]3)[C:17](=[O:35])[C:18]3[CH:23]=[CH:22][C:21]([NH:24][C:25](=[O:33])[C:26]4[CH:31]=[CH:30][CH:29]=[CH:28][C:27]=4[CH3:32])=[CH:20][C:19]=3[CH3:34])=[O:15])[C:6]=2[CH:5]=1.C=O.[C:46]([O-])(=O)C.[Na+].[B-]C#N.[Na+].[OH-].[Na+].